From a dataset of Full USPTO retrosynthesis dataset with 1.9M reactions from patents (1976-2016). Predict the reactants needed to synthesize the given product. Given the product [F:16][C:17]1[C:25]([F:26])=[CH:24][C:20]([C:21]([OH:23])=[O:22])=[C:19]([N:11]2[N:15]=[CH:14][CH:13]=[N:12]2)[CH:18]=1, predict the reactants needed to synthesize it. The reactants are: CC1C=CC([N:11]2[N:15]=[CH:14][CH:13]=[N:12]2)=C(C=1)C(O)=O.[F:16][C:17]1[C:25]([F:26])=[CH:24][C:20]([C:21]([OH:23])=[O:22])=[C:19](I)[CH:18]=1.N1C=CN=N1.